From a dataset of Forward reaction prediction with 1.9M reactions from USPTO patents (1976-2016). Predict the product of the given reaction. (1) Given the reactants C([O:4][CH:5]1[CH2:10][CH2:9][O:8][C:6]1=[O:7])(=O)C.[S:11](Cl)([C:14]1[CH:20]=[CH:19][C:17]([CH3:18])=[CH:16][CH:15]=1)(=[O:13])=[O:12], predict the reaction product. The product is: [S:11]([O:4][CH:5]1[CH2:10][CH2:9][O:8][C:6]1=[O:7])([C:14]1[CH:20]=[CH:19][C:17]([CH3:18])=[CH:16][CH:15]=1)(=[O:13])=[O:12]. (2) The product is: [F:36][C@H:31]1[C@@H:32]([OH:35])[CH2:33][CH2:34][N:29]([C:25]2[N:24]=[C:23]([NH:22][C:2]3[N:7]=[CH:6][C:5]4[C:8]([N:14]5[CH2:18][C:17]([CH3:20])([CH3:19])[NH:16][C:15]5=[O:21])=[N:9][N:10]([CH:11]([CH3:13])[CH3:12])[C:4]=4[CH:3]=3)[CH:28]=[CH:27][N:26]=2)[CH2:30]1. Given the reactants Cl[C:2]1[N:7]=[CH:6][C:5]2[C:8]([N:14]3[CH2:18][C:17]([CH3:20])([CH3:19])[NH:16][C:15]3=[O:21])=[N:9][N:10]([CH:11]([CH3:13])[CH3:12])[C:4]=2[CH:3]=1.[NH2:22][C:23]1[CH:28]=[CH:27][N:26]=[C:25]([N:29]2[CH2:34][CH2:33][C@H:32]([OH:35])[C@H:31]([F:36])[CH2:30]2)[N:24]=1.C1(P(C2CCCCC2)C2C(OC)=CC=C(OC)C=2C2C(C(C)C)=CC(C(C)C)=CC=2C(C)C)CCCCC1.C(=O)([O-])[O-].[Cs+].[Cs+], predict the reaction product. (3) Given the reactants [OH:1][C:2]1[CH:7]=[C:6]([CH3:8])O[C:4](=[O:9])[CH:3]=1.[CH3:10][C:11]1[N:16]=[CH:15][C:14]([CH:17]([NH2:19])[CH3:18])=[CH:13][CH:12]=1, predict the reaction product. The product is: [OH:1][C:2]1[CH:7]=[C:6]([CH3:8])[N:19]([CH:17]([C:14]2[CH:15]=[N:16][C:11]([CH3:10])=[CH:12][CH:13]=2)[CH3:18])[C:4](=[O:9])[CH:3]=1. (4) Given the reactants [F:1][C:2]1[CH:3]=[C:4]([C:8]2[C:16]3[C:11](=[CH:12][C:13]([N+:17]([O-])=O)=[CH:14][CH:15]=3)[NH:10][N:9]=2)[CH:5]=[CH:6][CH:7]=1, predict the reaction product. The product is: [F:1][C:2]1[CH:3]=[C:4]([C:8]2[C:16]3[C:11](=[CH:12][C:13]([NH2:17])=[CH:14][CH:15]=3)[NH:10][N:9]=2)[CH:5]=[CH:6][CH:7]=1. (5) Given the reactants Br[C:2]1[C:7]([C:8]([O:10][CH2:11][CH3:12])=[O:9])=[C:6](Cl)[CH:5]=[CH:4][N:3]=1.[CH2:14]([Zn]CC)[CH3:15].O.Cl.O1CCO[CH2:23][CH2:22]1, predict the reaction product. The product is: [CH2:14]([C:2]1[C:7]([C:8]([O:10][CH2:11][CH3:12])=[O:9])=[C:6]([CH2:22][CH3:23])[CH:5]=[CH:4][N:3]=1)[CH3:15]. (6) Given the reactants [Cl:1][C:2]1[CH:12]=[CH:11][C:10]([CH2:13][NH:14][C:15](=[O:20])[C:16]([F:19])([F:18])[F:17])=[CH:9][C:3]=1[C:4]([N:6]=[C:7]=[O:8])=O.[F:21][C:22]([F:39])([F:38])[C:23]1[N:28]=[CH:27][C:26]([NH:29][NH:30]C(OC(C)(C)C)=O)=[CH:25][CH:24]=1.FC(F)(F)C(O)=O, predict the reaction product. The product is: [Cl:1][C:2]1[CH:12]=[CH:11][C:10]([CH2:13][NH:14][C:15](=[O:20])[C:16]([F:19])([F:18])[F:17])=[CH:9][C:3]=1[C:4]1[NH:6][C:7](=[O:8])[N:29]([C:26]2[CH:27]=[N:28][C:23]([C:22]([F:21])([F:38])[F:39])=[CH:24][CH:25]=2)[N:30]=1. (7) The product is: [CH3:14][O:13][C:9]1[CH:10]=[CH:11][CH:12]=[C:3](/[CH:1]=[C:24]2\[N:23]=[C:15]([C:16]3[CH:17]=[CH:18][CH:19]=[CH:20][CH:21]=3)[O:27][C:25]\2=[O:26])[C:4]=1[C:5]([O:7][CH3:8])=[O:6]. Given the reactants [CH:1]([C:3]1[CH:12]=[CH:11][CH:10]=[C:9]([O:13][CH3:14])[C:4]=1[C:5]([O:7][CH3:8])=[O:6])=O.[C:15]([NH:23][CH2:24][C:25]([OH:27])=[O:26])(=O)[C:16]1[CH:21]=[CH:20][CH:19]=[CH:18][CH:17]=1.CC([O-])=O.[Na+], predict the reaction product. (8) Given the reactants [NH2:1][C:2]1[CH:3]=[CH:4][C:5]([C:8]2[N:13]=[C:12]([OH:14])[C:11]([Cl:15])=[C:10]([CH3:16])[N:9]=2)=[N:6][CH:7]=1.[H-].[Na+].[CH2:19](Br)[CH:20]=[CH2:21], predict the reaction product. The product is: [CH2:21]([O:14][C:12]1[C:11]([Cl:15])=[C:10]([CH3:16])[N:9]=[C:8]([C:5]2[N:6]=[CH:7][C:2]([NH2:1])=[CH:3][CH:4]=2)[N:13]=1)[CH:20]=[CH2:19]. (9) Given the reactants [OH:1][CH:2]1[CH2:7][CH2:6][N:5]([CH3:8])[CH2:4][CH2:3]1.[H-].[Na+].[F:11][C:12]1[CH:13]=[C:14]([N+:19]([O-:21])=[O:20])[CH:15]=[CH:16][C:17]=1F, predict the reaction product. The product is: [F:11][C:12]1[CH:13]=[C:14]([N+:19]([O-:21])=[O:20])[CH:15]=[CH:16][C:17]=1[O:1][CH:2]1[CH2:7][CH2:6][N:5]([CH3:8])[CH2:4][CH2:3]1.